From a dataset of Forward reaction prediction with 1.9M reactions from USPTO patents (1976-2016). Predict the product of the given reaction. (1) The product is: [F:1][C:2]1[CH:3]=[CH:4][C:5]([C:8]2[C:9]([C:14]([N:16]3[CH2:21][CH2:20][CH2:19][CH2:18][C@H:17]3[CH2:22][NH:23][C:24]3[N:25]=[CH:26][C:27]([CH:30]([OH:32])[CH3:31])=[CH:28][N:29]=3)=[O:15])=[N:10][N:11]([CH3:13])[CH:12]=2)=[CH:6][CH:7]=1. Given the reactants [F:1][C:2]1[CH:7]=[CH:6][C:5]([C:8]2[C:9]([C:14]([N:16]3[CH2:21][CH2:20][CH2:19][CH2:18][C@H:17]3[CH2:22][NH:23][C:24]3[N:29]=[CH:28][C:27]([C:30](=[O:32])[CH3:31])=[CH:26][N:25]=3)=[O:15])=[N:10][N:11]([CH3:13])[CH:12]=2)=[CH:4][CH:3]=1.[BH4-].[Na+].O, predict the reaction product. (2) Given the reactants [Cl:1][C:2]1[CH:7]=[CH:6][C:5]([C:8]2[C:13]([C:14]3[C:19]([F:20])=[CH:18][C:17]([F:21])=[CH:16][C:15]=3[F:22])=[C:12](Cl)[N:11]=[N:10][C:9]=2[CH3:24])=[CH:4][CH:3]=1.C(=O)([O-])[O-].[K+].[K+].[F:31][C:32]([F:36])([F:35])[CH2:33][OH:34], predict the reaction product. The product is: [Cl:1][C:2]1[CH:7]=[CH:6][C:5]([C:8]2[C:13]([C:14]3[C:19]([F:20])=[CH:18][C:17]([F:21])=[CH:16][C:15]=3[F:22])=[C:12]([O:34][CH2:33][C:32]([F:36])([F:35])[F:31])[N:11]=[N:10][C:9]=2[CH3:24])=[CH:4][CH:3]=1.